Dataset: Forward reaction prediction with 1.9M reactions from USPTO patents (1976-2016). Task: Predict the product of the given reaction. (1) The product is: [CH3:1][O:2][C:3]1[CH:4]=[C:5]([P:12]2(=[O:28])[CH2:13][CH2:14][CH:15]([C:18]([OH:20])=[O:19])[CH2:16][CH2:17]2)[CH:6]=[CH:7][C:8]=1[N+:9]([O-:11])=[O:10]. Given the reactants [CH3:1][O:2][C:3]1[CH:4]=[C:5]([P:12]2(=[O:28])[CH2:17][CH2:16][C:15](C(OCC)=O)([C:18]([O:20]CC)=[O:19])[CH2:14][CH2:13]2)[CH:6]=[CH:7][C:8]=1[N+:9]([O-:11])=[O:10].[OH-].[Li+].O.Cl, predict the reaction product. (2) The product is: [CH3:11][C:12]1([CH3:18])[C:5]2[C:6]([CH3:9])=[CH:7][CH:8]=[CH:3][C:4]=2[O:10][C:14](=[O:15])[CH2:13]1. Given the reactants CO[C:3]1[CH:8]=[CH:7][C:6]([CH3:9])=[CH:5][C:4]=1[OH:10].[CH3:11][C:12]([CH3:18])=[CH:13][C:14](OC)=[O:15].O, predict the reaction product. (3) Given the reactants Br[C:2]1[CH:3]=[C:4]([NH:10][S:11]([C:14]2[CH:19]=[CH:18][C:17]([F:20])=[CH:16][C:15]=2[F:21])(=[O:13])=[O:12])[C:5]([O:8][CH3:9])=[N:6][CH:7]=1.B1(B2OC(C)(C)C(C)(C)O2)OC(C)(C)C(C)(C)O1.Br[C:41]1[S:45][C:44]([C:46]2[CH:47]=[C:48]3[C:52](=[CH:53][CH:54]=2)[C:51](=[O:55])[NH:50][CH2:49]3)=[CH:43][CH:42]=1, predict the reaction product. The product is: [F:21][C:15]1[CH:16]=[C:17]([F:20])[CH:18]=[CH:19][C:14]=1[S:11]([NH:10][C:4]1[C:5]([O:8][CH3:9])=[N:6][CH:7]=[C:2]([C:41]2[S:45][C:44]([C:46]3[CH:47]=[C:48]4[C:52](=[CH:53][CH:54]=3)[C:51](=[O:55])[NH:50][CH2:49]4)=[CH:43][CH:42]=2)[CH:3]=1)(=[O:13])=[O:12]. (4) Given the reactants [CH:1]1([N:6]2[C:11]3=[N:12][C:13]([NH:16][C:17]4[CH:22]=[CH:21][C:20]([N:23]5[CH2:28][CH2:27][CH:26]([OH:29])[CH2:25][CH2:24]5)=[CH:19][CH:18]=4)=[N:14][CH:15]=[C:10]3[CH2:9][NH:8][C:7]2=[O:30])[CH2:5][CH2:4][CH2:3][CH2:2]1.CC(C)([O-])C.[K+], predict the reaction product. The product is: [CH:1]1([N:6]2[C:11]3=[N:12][C:13]([NH:16][C:17]4[CH:18]=[CH:19][C:20]([N:23]5[CH2:28][CH2:27][CH:26]([OH:29])[CH2:25][CH2:24]5)=[CH:21][CH:22]=4)=[N:14][CH:15]=[C:10]3[CH:9]=[N:8][C:7]2=[O:30])[CH2:2][CH2:3][CH2:4][CH2:5]1.